The task is: Predict the product of the given reaction.. This data is from Forward reaction prediction with 1.9M reactions from USPTO patents (1976-2016). (1) Given the reactants [N:1]1[CH:6]=[CH:5][CH:4]=[CH:3][C:2]=1[N:7]([CH2:41][CH2:42][C:43]([O:45]CC)=[O:44])[C:8]([C:10]1[CH:40]=[CH:39][C:13]2[N:14]([CH3:38])[C:15]([CH2:17][NH:18][C:19]3[CH:24]=[CH:23][C:22]([C:25](=[NH:37])[NH:26][C:27]([O:29][CH2:30][C:31]4[CH:36]=[CH:35][CH:34]=[CH:33][CH:32]=4)=[O:28])=[CH:21][CH:20]=3)=[N:16][C:12]=2[CH:11]=1)=[O:9].[OH-].[Na+], predict the reaction product. The product is: [N:1]1[CH:6]=[CH:5][CH:4]=[CH:3][C:2]=1[N:7]([CH2:41][CH2:42][C:43]([OH:45])=[O:44])[C:8]([C:10]1[CH:40]=[CH:39][C:13]2[N:14]([CH3:38])[C:15]([CH2:17][NH:18][C:19]3[CH:20]=[CH:21][C:22]([C:25](=[NH:37])[NH:26][C:27]([O:29][CH2:30][C:31]4[CH:32]=[CH:33][CH:34]=[CH:35][CH:36]=4)=[O:28])=[CH:23][CH:24]=3)=[N:16][C:12]=2[CH:11]=1)=[O:9]. (2) Given the reactants [CH3:1][CH:2]([CH2:4][N:5]1[C:9]2[C:10]3[CH:11]=[CH:12][CH:13]=[CH:14][C:15]=3[N:16]=[C:17]([NH2:18])[C:8]=2[N:7]=[CH:6]1)[CH3:3].[CH:19]([OH:21])=[O:20], predict the reaction product. The product is: [CH3:3][CH:2]([CH2:4][N:5]1[C:9]2[C:10]3[CH:11]=[CH:12][CH:13]=[CH:14][C:15]=3[N:16]=[C:17]([NH2:18])[C:8]=2[N:7]=[CH:6]1)[CH3:1].[CH:19]([O-:21])=[O:20]. (3) Given the reactants [CH3:1][C:2]1[C:3]([Se:16][C:17]#[C:18][C:19]2[CH:27]=[CH:26][C:22]([C:23]([OH:25])=O)=[CH:21][N:20]=2)=[CH:4][C:5]2[C:6]([CH3:15])([CH3:14])[CH2:7][CH2:8][C:9]([CH3:13])([CH3:12])[C:10]=2[CH:11]=1.O[N:29]1[C:33]2C=C[CH:36]=[CH:37][C:32]=2N=N1.C1(N=C=NC2CCCCC2)CCCCC1.C(N)CCC, predict the reaction product. The product is: [CH2:33]([NH:29][C:23](=[O:25])[C:22]1[CH:26]=[CH:27][C:19]([C:18]#[C:17][Se:16][C:3]2[C:2]([CH3:1])=[CH:11][C:10]3[C:9]([CH3:12])([CH3:13])[CH2:8][CH2:7][C:6]([CH3:14])([CH3:15])[C:5]=3[CH:4]=2)=[N:20][CH:21]=1)[CH2:32][CH2:37][CH3:36]. (4) The product is: [NH:49]1[C:57]2[C:52](=[CH:53][CH:54]=[C:55]([C:58]3[CH:59]=[C:60]([NH:64][C:22]([C:17]4[C:18](=[O:21])[O:19][C:20]5[C:15]([CH:16]=4)=[CH:14][CH:13]=[CH:12][C:11]=5[OH:10])=[O:24])[CH:61]=[CH:62][CH:63]=3)[CH:56]=2)[CH:51]=[CH:50]1. Given the reactants CCN(C(C)C)C(C)C.[OH:10][C:11]1[CH:12]=[CH:13][CH:14]=[C:15]2[C:20]=1[O:19][C:18](=[O:21])[C:17]([C:22]([OH:24])=O)=[CH:16]2.CN(C(ON1N=NC2C=CC=NC1=2)=[N+](C)C)C.F[P-](F)(F)(F)(F)F.[NH:49]1[C:57]2[C:52](=[CH:53][CH:54]=[C:55]([C:58]3[CH:59]=[C:60]([NH2:64])[CH:61]=[CH:62][CH:63]=3)[CH:56]=2)[CH:51]=[CH:50]1, predict the reaction product.